This data is from Reaction yield outcomes from USPTO patents with 853,638 reactions. The task is: Predict the reaction yield, written as a fraction of the theoretical maximum amount of product (1.0 means a 100% yield; for example, 0.34 means a 34% yield). (1) The reactants are Cl[C:2]1[CH:3]=[CH:4][C:5]2[N:11]3[CH2:12][C@H:8]([CH2:9][CH2:10]3)[NH:7][C:6]=2[N:13]=1.[Cl:14][C:15]1[CH:16]=[C:17](B(O)O)[CH:18]=[CH:19][CH:20]=1.C([O-])([O-])=O.[Cs+].[Cs+]. The catalyst is C1C=CC(P(C2C=CC=CC=2)[C-]2C=CC=C2)=CC=1.C1C=CC(P(C2C=CC=CC=2)[C-]2C=CC=C2)=CC=1.Cl[Pd]Cl.[Fe+2].O1CCOCC1.O. The product is [Cl:14][C:15]1[CH:20]=[C:19]([C:2]2[CH:3]=[CH:4][C:5]3[N:11]4[CH2:12][C@H:8]([CH2:9][CH2:10]4)[NH:7][C:6]=3[N:13]=2)[CH:18]=[CH:17][CH:16]=1. The yield is 0.810. (2) The reactants are [NH2:1][C:2]1[N:6]([C:7]2[CH:15]=[C:14]3[C:10]([CH2:11][CH2:12][C:13]3=[O:16])=[CH:9][CH:8]=2)[N:5]=[C:4]([C:17]([CH3:20])([CH3:19])[CH3:18])[CH:3]=1.[Cl:21][C:22]1[CH:27]=[CH:26][CH:25]=[C:24]([N:28]=[C:29]=[O:30])[C:23]=1[Cl:31].O. The catalyst is C1COCC1. The product is [C:17]([C:4]1[CH:3]=[C:2]([NH:1][C:29]([NH:28][C:24]2[CH:25]=[CH:26][CH:27]=[C:22]([Cl:21])[C:23]=2[Cl:31])=[O:30])[N:6]([C:7]2[CH:15]=[C:14]3[C:10](=[CH:9][CH:8]=2)[CH2:11][CH2:12][C:13]3=[O:16])[N:5]=1)([CH3:20])([CH3:19])[CH3:18]. The yield is 0.430. (3) The reactants are [CH:1]1([N:4]2[CH2:9][CH2:8][N:7]([C:10]3[O:11][C:12]4[CH:18]=[CH:17][C:16]([CH:19]=O)=[CH:15][C:13]=4[N:14]=3)[CH2:6][CH2:5]2)[CH2:3][CH2:2]1.[NH:21]1[CH2:25][CH2:24][CH2:23][CH2:22]1.C(O)(=O)C.[BH3-]C#N.[Na+]. The catalyst is CO.C1COCC1. The product is [CH:1]1([N:4]2[CH2:9][CH2:8][N:7]([C:10]3[O:11][C:12]4[CH:18]=[CH:17][C:16]([CH2:19][N:21]5[CH2:25][CH2:24][CH2:23][CH2:22]5)=[CH:15][C:13]=4[N:14]=3)[CH2:6][CH2:5]2)[CH2:3][CH2:2]1. The yield is 0.400. (4) The reactants are [CH2:1]([C:3]1[CH:8]=[CH:7][CH:6]=[CH:5][C:4]=1[CH2:9][CH3:10])[CH3:2].[Cl-].[Al+3].[Cl-].[Cl-].[C:15](Cl)(=[O:22])[C:16]1[CH:21]=[CH:20][CH:19]=[CH:18][CH:17]=1.O. The catalyst is C(Cl)Cl. The product is [CH2:1]([C:3]1[CH:8]=[C:7]([CH:6]=[CH:5][C:4]=1[CH2:9][CH3:10])[C:15]([C:16]1[CH:21]=[CH:20][CH:19]=[CH:18][CH:17]=1)=[O:22])[CH3:2]. The yield is 0.510. (5) The reactants are [O:1]=[O+][O-].[C:4]1(C2C=CC=CC=2)[CH:9]=[CH:8][C:7]([C:10]2([C:21]([O:23][CH3:24])=[O:22])[CH2:12][CH:11]2/[CH:13]=C/C2C=CC=CC=2)=[CH:6][CH:5]=1.[CH:31]1[CH:36]=[CH:35][C:34](P([C:31]2[CH:36]=[CH:35][CH:34]=[CH:33][CH:32]=2)[C:31]2[CH:36]=[CH:35][CH:34]=[CH:33][CH:32]=2)=[CH:33][CH:32]=1. The catalyst is C(Cl)Cl. The product is [C:4]1([C:31]2[CH:36]=[CH:35][CH:34]=[CH:33][CH:32]=2)[CH:5]=[CH:6][C:7]([C:10]2([C:21]([O:23][CH3:24])=[O:22])[CH2:12][CH:11]2[CH:13]=[O:1])=[CH:8][CH:9]=1. The yield is 0.830. (6) The reactants are [F:1][C:2]1[CH:31]=[CH:30][C:5]([O:6][C:7]2[CH:12]=[CH:11][C:10]([C:13]3[N:18]=[C:17]([C:19]([O:21]C)=[O:20])[CH:16]=[C:15]([NH:23][C@@H:24]([CH3:29])[C:25]([O:27]C)=[O:26])[N:14]=3)=[CH:9][CH:8]=2)=[CH:4][CH:3]=1.C1COCC1.O.O[Li].O. The catalyst is O.Cl. The product is [C:25]([C@@H:24]([NH:23][C:15]1[N:14]=[C:13]([C:10]2[CH:9]=[CH:8][C:7]([O:6][C:5]3[CH:30]=[CH:31][C:2]([F:1])=[CH:3][CH:4]=3)=[CH:12][CH:11]=2)[N:18]=[C:17]([C:19]([OH:21])=[O:20])[CH:16]=1)[CH3:29])([OH:27])=[O:26]. The yield is 0.810. (7) The reactants are [C:9](O[C:9]([O:11][C:12]([CH3:15])([CH3:14])[CH3:13])=[O:10])([O:11][C:12]([CH3:15])([CH3:14])[CH3:13])=[O:10].[CH3:16][NH:17][CH2:18][CH2:19][OH:20]. The catalyst is C1COCC1.O. The product is [CH3:16][N:17]([CH2:18][CH2:19][OH:20])[C:9]([O:11][C:12]([CH3:13])([CH3:14])[CH3:15])=[O:10]. The yield is 0.850.